Dataset: TCR-epitope binding with 47,182 pairs between 192 epitopes and 23,139 TCRs. Task: Binary Classification. Given a T-cell receptor sequence (or CDR3 region) and an epitope sequence, predict whether binding occurs between them. (1) The TCR CDR3 sequence is CASSVSGGITGELFF. The epitope is TEILPVSMTK. Result: 0 (the TCR does not bind to the epitope). (2) The epitope is YLNTLTLAV. The TCR CDR3 sequence is CASSKLNTDTQYF. Result: 1 (the TCR binds to the epitope).